Dataset: Full USPTO retrosynthesis dataset with 1.9M reactions from patents (1976-2016). Task: Predict the reactants needed to synthesize the given product. Given the product [N:38]1([CH2:34][C@H:35]([OH:36])[CH2:37][N:11]2[CH:10]=[C:9]([NH:13][C:14]([C:16]3[C:20]4[N:21]=[CH:22][N:13]=[CH:9][C:10]=4[NH:11][N:12]=3)=[O:15])[C:8]([C:6]3[CH:7]=[C:2]([Cl:1])[CH:3]=[CH:4][C:5]=3[O:25][CH3:26])=[N:12]2)[CH2:41][CH2:40][CH2:39]1, predict the reactants needed to synthesize it. The reactants are: [Cl:1][C:2]1[CH:3]=[CH:4][C:5]([O:25][CH3:26])=[C:6]([C:8]2[NH:12][N:11]=[CH:10][C:9]=2[NH:13][C:14]([C:16]2C=NN3C=C[CH:22]=[N:21][C:20]=23)=[O:15])[CH:7]=1.C(=O)([O-])[O-].[Cs+].[Cs+].Cl[CH2:34][C@@H:35]1[CH2:37][O:36]1.[NH:38]1[CH2:41][CH2:40][CH2:39]1.